This data is from Reaction yield outcomes from USPTO patents with 853,638 reactions. The task is: Predict the reaction yield, written as a fraction of the theoretical maximum amount of product (1.0 means a 100% yield; for example, 0.34 means a 34% yield). (1) The reactants are [N:1]1([CH2:7][CH2:8][CH2:9][OH:10])[CH2:6][CH2:5][NH:4][CH2:3][CH2:2]1.[C:11](O[C:11]([O:13][C:14]([CH3:17])([CH3:16])[CH3:15])=[O:12])([O:13][C:14]([CH3:17])([CH3:16])[CH3:15])=[O:12]. The catalyst is C1COCC1. The product is [OH:10][CH2:9][CH2:8][CH2:7][N:1]1[CH2:6][CH2:5][N:4]([C:11]([O:13][C:14]([CH3:17])([CH3:16])[CH3:15])=[O:12])[CH2:3][CH2:2]1. The yield is 0.870. (2) The reactants are [CH2:1]([C:3]1[C:7]([CH2:8][C:9]2[CH:17]=[C:16]([CH3:18])[C:15]([O:19]C)=[C:14]3[C:10]=2[CH2:11][CH2:12][CH2:13]3)=[C:6]([CH2:21][CH3:22])[N:5]([CH2:23][C:24]([OH:26])=[O:25])[N:4]=1)[CH3:2].B(Br)(Br)Br.O. The catalyst is C(Cl)Cl. The product is [CH2:1]([C:3]1[C:7]([CH2:8][C:9]2[CH:17]=[C:16]([CH3:18])[C:15]([OH:19])=[C:14]3[C:10]=2[CH2:11][CH2:12][CH2:13]3)=[C:6]([CH2:21][CH3:22])[N:5]([CH2:23][C:24]([OH:26])=[O:25])[N:4]=1)[CH3:2]. The yield is 0.783. (3) The reactants are [OH:1][C:2]1[CH:9]=[CH:8][C:5]([CH:6]=[O:7])=[CH:4][C:3]=1[O:10][CH3:11].Cl[CH2:13][CH2:14][CH2:15][CH2:16][CH2:17][CH2:18][OH:19]. No catalyst specified. The product is [OH:19][CH2:18][CH2:17][CH2:16][CH2:15][CH2:14][CH2:13][O:1][C:2]1[CH:9]=[CH:8][C:5]([CH:6]=[O:7])=[CH:4][C:3]=1[O:10][CH3:11]. The yield is 0.880.